From a dataset of Full USPTO retrosynthesis dataset with 1.9M reactions from patents (1976-2016). Predict the reactants needed to synthesize the given product. (1) Given the product [CH:13]1([CH2:19][C:20]2([CH2:26][O:27][CH3:28])[CH2:25][CH2:24][O:23][C:21]2=[O:22])[CH2:14][CH2:15][CH2:16][CH2:17][CH2:18]1, predict the reactants needed to synthesize it. The reactants are: C(NC(C)C)(C)C.C([Li])CCC.[CH:13]1([CH2:19][CH:20]2[CH2:25][CH2:24][O:23][C:21]2=[O:22])[CH2:18][CH2:17][CH2:16][CH2:15][CH2:14]1.[CH3:26][O:27][CH2:28]Cl. (2) Given the product [CH:34]([C:32]1[N:33]=[C:29]([CH2:28][CH2:27][C:25]2[CH:24]=[CH:23][N:5]3[C:6](=[O:22])[C:7]([C:8]4[N:9]=[N:10][N:11]([CH2:13][C:14]5[CH:15]=[CH:16][C:17]([O:20][CH3:21])=[CH:18][CH:19]=5)[N:12]=4)=[C:2]([O:1][CH3:37])[N:3]=[C:4]3[CH:26]=2)[S:30][CH:31]=1)([CH3:36])[CH3:35], predict the reactants needed to synthesize it. The reactants are: [OH:1][C:2]1[N:3]=[C:4]2[CH:26]=[C:25]([CH2:27][CH2:28][C:29]3[S:30][CH:31]=[C:32]([CH:34]([CH3:36])[CH3:35])[N:33]=3)[CH:24]=[CH:23][N:5]2[C:6](=[O:22])[C:7]=1[C:8]1[N:9]=[N:10][N:11]([CH2:13][C:14]2[CH:19]=[CH:18][C:17]([O:20][CH3:21])=[CH:16][CH:15]=2)[N:12]=1.[CH2:37](N(CC)CC)C.S(OC)(OC)(=O)=O.O. (3) Given the product [CH3:1][C:2]1([CH3:23])[C:10]2[C:5](=[CH:6][C:7]([CH3:22])=[C:8]([O:11][C:12]3[S:13][CH:14]=[C:15]([C:17]([OH:19])=[O:18])[N:16]=3)[CH:9]=2)[CH2:4][CH2:3]1, predict the reactants needed to synthesize it. The reactants are: [CH3:1][C:2]1([CH3:23])[C:10]2[C:5](=[CH:6][C:7]([CH3:22])=[C:8]([O:11][C:12]3[S:13][CH:14]=[C:15]([C:17]([O:19]CC)=[O:18])[N:16]=3)[CH:9]=2)[CH2:4][CH2:3]1.C(C1C=CC(C)=C(C=1)OC1OC=C(C(O)=O)N=1)(C)(C)C. (4) Given the product [NH:24]1[CH2:25][CH2:26][CH:21]([CH2:20][O:19][C:17](=[O:18])[NH:16][C:12]2[CH:13]=[C:14]([CH3:15])[N:10]([CH2:9][C:7]3[CH:8]=[C:3]([Br:2])[CH:4]=[CH:5][C:6]=3[O:34][CH2:35][C:36]3[CH:37]=[CH:38][CH:39]=[CH:40][CH:41]=3)[N:11]=2)[CH2:22][CH2:23]1, predict the reactants needed to synthesize it. The reactants are: Cl.[Br:2][C:3]1[CH:4]=[CH:5][C:6]([O:34][CH2:35][C:36]2[CH:41]=[CH:40][CH:39]=[CH:38][CH:37]=2)=[C:7]([CH2:9][N:10]2[C:14]([CH3:15])=[CH:13][C:12]([NH:16][C:17]([O:19][CH2:20][CH:21]3[CH2:26][CH2:25][N:24](C(OC(C)(C)C)=O)[CH2:23][CH2:22]3)=[O:18])=[N:11]2)[CH:8]=1. (5) The reactants are: [CH3:1][O:2][C:3]1[CH:12]=[C:11]2[C:6]([C:7]([CH3:17])=[CH:8][C:9](=[O:16])[N:10]2[CH2:13][CH:14]=O)=[CH:5][CH:4]=1.[C:18]([O:22][C:23](=[O:40])[N:24]([CH2:31][CH2:32][CH2:33][C:34]1[CH:39]=[CH:38][CH:37]=[CH:36][CH:35]=1)[CH:25]1[CH2:30][CH2:29][NH:28][CH2:27][CH2:26]1)([CH3:21])([CH3:20])[CH3:19].C(O[BH-](OC(=O)C)OC(=O)C)(=O)C.[Na+].C(=O)([O-])O.[Na+]. Given the product [CH3:1][O:2][C:3]1[CH:12]=[C:11]2[C:6]([C:7]([CH3:17])=[CH:8][C:9](=[O:16])[N:10]2[CH2:13][CH2:14][N:28]2[CH2:27][CH2:26][CH:25]([N:24]([CH2:31][CH2:32][CH2:33][C:34]3[CH:35]=[CH:36][CH:37]=[CH:38][CH:39]=3)[C:23](=[O:40])[O:22][C:18]([CH3:21])([CH3:20])[CH3:19])[CH2:30][CH2:29]2)=[CH:5][CH:4]=1, predict the reactants needed to synthesize it. (6) Given the product [CH3:22][O:21][C:19](=[O:20])[C:18]1[CH:23]=[CH:24][CH:25]=[C:16]([S:13](=[O:14])(=[O:15])[NH:1][C:2]2[CH:3]=[CH:4][CH:5]=[C:6]3[C:11]=2[N:10]=[CH:9][CH:8]=[CH:7]3)[CH:17]=1, predict the reactants needed to synthesize it. The reactants are: [NH2:1][C:2]1[CH:3]=[CH:4][CH:5]=[C:6]2[C:11]=1[N:10]=[CH:9][CH:8]=[CH:7]2.Cl[S:13]([C:16]1[CH:17]=[C:18]([CH:23]=[CH:24][CH:25]=1)[C:19]([O:21][CH3:22])=[O:20])(=[O:15])=[O:14]. (7) Given the product [CH3:7][O:8][C:9]1[CH:29]=[CH:28][C:12]([O:13][C:14]2[CH:23]=[CH:22][C:21]3[C:16](=[CH:17][CH:18]=[C:19]([CH2:24][OH:25])[CH:20]=3)[N:15]=2)=[CH:11][CH:10]=1, predict the reactants needed to synthesize it. The reactants are: [H-].[H-].[H-].[H-].[Li+].[Al+3].[CH3:7][O:8][C:9]1[CH:29]=[CH:28][C:12]([O:13][C:14]2[CH:23]=[CH:22][C:21]3[C:16](=[CH:17][CH:18]=[C:19]([C:24](OC)=[O:25])[CH:20]=3)[N:15]=2)=[CH:11][CH:10]=1.Cl. (8) Given the product [Cl:12][C:9]1[CH:10]=[CH:11][C:2]([CH2:15][CH3:16])=[C:3]([CH:8]=1)[C:4]([O:6][CH3:7])=[O:5], predict the reactants needed to synthesize it. The reactants are: Br[C:2]1[CH:11]=[CH:10][C:9]([Cl:12])=[CH:8][C:3]=1[C:4]([O:6][CH3:7])=[O:5].[Cl-].[Li+].[CH2:15]([Sn](CC)(CC)CC)[CH3:16]. (9) The reactants are: [CH3:1][CH:2]1[C:7](=O)[CH2:6][CH2:5][CH2:4][C:3]1=[O:9].[NH2:10][C:11]1[CH:20]=[CH:19][C:14]2[NH:15][C:16](=[O:18])[NH:17][C:13]=2[CH:12]=1. Given the product [CH3:1][C:2]1[C:3](=[O:9])[CH2:4][CH2:5][CH2:6][C:7]=1[NH:10][C:11]1[CH:20]=[CH:19][C:14]2[NH:15][C:16](=[O:18])[NH:17][C:13]=2[CH:12]=1, predict the reactants needed to synthesize it. (10) Given the product [N+:38]([C:33]1[CH:34]=[CH:35][CH:36]=[CH:37][C:32]=1[CH2:31][O:1][C:2]1[CH:3]=[C:4]([C:8]2[C:17]3[C:12](=[C:13]([C:18]([F:21])([F:19])[F:20])[CH:14]=[CH:15][CH:16]=3)[N:11]=[CH:10][C:9]=2[C:22]([C:24]2[CH:25]=[CH:26][CH:27]=[CH:28][CH:29]=2)=[O:23])[CH:5]=[CH:6][CH:7]=1)([O-:40])=[O:39], predict the reactants needed to synthesize it. The reactants are: [OH:1][C:2]1[CH:3]=[C:4]([C:8]2[C:17]3[C:12](=[C:13]([C:18]([F:21])([F:20])[F:19])[CH:14]=[CH:15][CH:16]=3)[N:11]=[CH:10][C:9]=2[C:22]([C:24]2[CH:29]=[CH:28][CH:27]=[CH:26][CH:25]=2)=[O:23])[CH:5]=[CH:6][CH:7]=1.Br[CH2:31][C:32]1[CH:37]=[CH:36][CH:35]=[CH:34][C:33]=1[N+:38]([O-:40])=[O:39].